This data is from Peptide-MHC class I binding affinity with 185,985 pairs from IEDB/IMGT. The task is: Regression. Given a peptide amino acid sequence and an MHC pseudo amino acid sequence, predict their binding affinity value. This is MHC class I binding data. (1) The peptide sequence is AYIDNYNKF. The MHC is HLA-B35:01 with pseudo-sequence HLA-B35:01. The binding affinity (normalized) is 0.609. (2) The peptide sequence is WSIYLSLHY. The MHC is HLA-A32:01 with pseudo-sequence HLA-A32:01. The binding affinity (normalized) is 0.0502. (3) The peptide sequence is KLNWASQIY. The MHC is HLA-B35:01 with pseudo-sequence HLA-B35:01. The binding affinity (normalized) is 0. (4) The peptide sequence is ISKANWMTY. The MHC is HLA-A25:01 with pseudo-sequence HLA-A25:01. The binding affinity (normalized) is 0.0847. (5) The peptide sequence is TLATGPITTL. The MHC is HLA-A02:03 with pseudo-sequence HLA-A02:03. The binding affinity (normalized) is 0.770. (6) The peptide sequence is SPAHLINKLL. The MHC is HLA-B54:01 with pseudo-sequence HLA-B54:01. The binding affinity (normalized) is 0.261. (7) The peptide sequence is RVWRGEQGK. The MHC is HLA-B07:02 with pseudo-sequence HLA-B07:02. The binding affinity (normalized) is 0.0847.